Dataset: Catalyst prediction with 721,799 reactions and 888 catalyst types from USPTO. Task: Predict which catalyst facilitates the given reaction. (1) Reactant: [CH2:1]([O:8][C:9]1[N:10]=[N:11][C:12]([CH2:15][CH2:16][C:17]2[CH:22]=[CH:21][C:20]([CH2:23]Cl)=[CH:19][N:18]=2)=[CH:13][CH:14]=1)[C:2]1[CH:7]=[CH:6][CH:5]=[CH:4][CH:3]=1.[CH3:25][CH:26]1[CH2:30][CH2:29][CH2:28][NH:27]1.C(=O)([O-])[O-].[K+].[K+]. Product: [CH2:1]([O:8][C:9]1[N:10]=[N:11][C:12]([CH2:15][CH2:16][C:17]2[CH:22]=[CH:21][C:20]([CH2:23][N:27]3[CH2:28][CH2:29][CH2:30][CH:26]3[CH3:25])=[CH:19][N:18]=2)=[CH:13][CH:14]=1)[C:2]1[CH:7]=[CH:6][CH:5]=[CH:4][CH:3]=1. The catalyst class is: 95. (2) Reactant: Cl.[F:2][C:3]1[C:8]([F:9])=[CH:7][C:6]([C:10]2[CH:15]=[CH:14][C:13]([O:16][CH2:17][C:18]3[CH:19]=[C:20]([CH:23]=[CH:24][CH:25]=3)[CH2:21][NH2:22])=[CH:12][CH:11]=2)=[C:5]([O:26][CH3:27])[CH:4]=1.[C:28]([O:32][C:33](=[O:36])[CH2:34]Br)([CH3:31])([CH3:30])[CH3:29].C(N(CC)CC)C. Product: [C:28]([O:32][C:33](=[O:36])[CH2:34][NH:22][CH2:21][C:20]1[CH:23]=[CH:24][CH:25]=[C:18]([CH2:17][O:16][C:13]2[CH:12]=[CH:11][C:10]([C:6]3[CH:7]=[C:8]([F:9])[C:3]([F:2])=[CH:4][C:5]=3[O:26][CH3:27])=[CH:15][CH:14]=2)[CH:19]=1)([CH3:31])([CH3:30])[CH3:29]. The catalyst class is: 10. (3) Reactant: [CH3:1][O:2][C:3]1[CH:4]=[CH:5][C:6]2[O:10][C:9]([CH:11]([NH:16][C:17]3[CH:22]=[CH:21][C:20]([C:23]([NH:25][CH2:26][CH2:27][C:28]([O:30]CC)=[O:29])=[O:24])=[CH:19][CH:18]=3)[CH2:12][CH:13]([CH3:15])[CH3:14])=[C:8]([CH3:33])[C:7]=2[CH:34]=1.O1CCCC1.[OH-].[Na+]. Product: [CH3:1][O:2][C:3]1[CH:4]=[CH:5][C:6]2[O:10][C:9]([CH:11]([NH:16][C:17]3[CH:18]=[CH:19][C:20]([C:23]([NH:25][CH2:26][CH2:27][C:28]([OH:30])=[O:29])=[O:24])=[CH:21][CH:22]=3)[CH2:12][CH:13]([CH3:15])[CH3:14])=[C:8]([CH3:33])[C:7]=2[CH:34]=1. The catalyst class is: 8. (4) Reactant: [CH3:1][O:2][C:3]([C:5]1[CH:6]=[C:7]([C:14]2[CH:19]=[CH:18][C:17]([CH3:20])=[CH:16][CH:15]=2)[CH:8]=[C:9]([N:11]=[N+:12]=[N-:13])[CH:10]=1)=[O:4].[C:21]([CH2:26][C:27]([O:29][CH2:30][CH3:31])=[O:28])(=O)[CH:22]([CH3:24])[CH3:23].CC[O-].[Na+]. Product: [CH2:30]([O:29][C:27]([C:26]1[N:13]=[N:12][N:11]([C:9]2[CH:8]=[C:7]([C:14]3[CH:19]=[CH:18][C:17]([CH3:20])=[CH:16][CH:15]=3)[CH:6]=[C:5]([C:3]([O:2][CH3:1])=[O:4])[CH:10]=2)[C:21]=1[CH:22]([CH3:24])[CH3:23])=[O:28])[CH3:31]. The catalyst class is: 14. (5) Reactant: [F:1][C:2]1[CH:3]=[C:4]([C@H:9]([CH:14]2[CH2:17][N:16](C(C3C=CC=CC=3)C3C=CC=CC=3)[CH2:15]2)[C:10]([F:13])([CH3:12])[CH3:11])[CH:5]=[C:6]([F:8])[CH:7]=1.ClC(OC(Cl)C)=O. Product: [F:8][C:6]1[CH:5]=[C:4]([C@H:9]([CH:14]2[CH2:15][NH:16][CH2:17]2)[C:10]([F:13])([CH3:12])[CH3:11])[CH:3]=[C:2]([F:1])[CH:7]=1. The catalyst class is: 1. (6) Reactant: [C:1]([O:5][C:6]([NH:8][CH2:9][CH2:10][CH2:11][C@@H:12]([CH2:16][C:17]1[N:18]=[CH:19][N:20]2[C:29]3[C:24](=[CH:25][CH:26]=[CH:27][CH:28]=3)[CH2:23][CH2:22][C:21]=12)[C:13]([OH:15])=[O:14])=[O:7])([CH3:4])([CH3:3])[CH3:2].Cl[CH2:31][C:32]1[O:33][C:34](=[O:38])[O:35][C:36]=1[CH3:37].C(=O)([O-])[O-].[Cs+].[Cs+].O. Product: [C:1]([O:5][C:6]([NH:8][CH2:9][CH2:10][CH2:11][C@@H:12]([CH2:16][C:17]1[N:18]=[CH:19][N:20]2[C:29]3[C:24](=[CH:25][CH:26]=[CH:27][CH:28]=3)[CH2:23][CH2:22][C:21]=12)[C:13]([O:15][CH2:31][C:32]1[O:33][C:34](=[O:38])[O:35][C:36]=1[CH3:37])=[O:14])=[O:7])([CH3:4])([CH3:2])[CH3:3]. The catalyst class is: 9.